Dataset: NCI-60 drug combinations with 297,098 pairs across 59 cell lines. Task: Regression. Given two drug SMILES strings and cell line genomic features, predict the synergy score measuring deviation from expected non-interaction effect. (1) Drug 1: CS(=O)(=O)C1=CC(=C(C=C1)C(=O)NC2=CC(=C(C=C2)Cl)C3=CC=CC=N3)Cl. Drug 2: C1=NNC2=C1C(=O)NC=N2. Cell line: UO-31. Synergy scores: CSS=20.4, Synergy_ZIP=-7.35, Synergy_Bliss=-4.77, Synergy_Loewe=-3.07, Synergy_HSA=-3.13. (2) Drug 1: CS(=O)(=O)C1=CC(=C(C=C1)C(=O)NC2=CC(=C(C=C2)Cl)C3=CC=CC=N3)Cl. Drug 2: CN(CCCl)CCCl.Cl. Cell line: RPMI-8226. Synergy scores: CSS=0.113, Synergy_ZIP=-1.95, Synergy_Bliss=5.90, Synergy_Loewe=-27.1, Synergy_HSA=-3.38. (3) Drug 1: C1CCC(C(C1)N)N.C(=O)(C(=O)[O-])[O-].[Pt+4]. Drug 2: CCC1(C2=C(COC1=O)C(=O)N3CC4=CC5=C(C=CC(=C5CN(C)C)O)N=C4C3=C2)O.Cl. Cell line: RPMI-8226. Synergy scores: CSS=68.4, Synergy_ZIP=-3.21, Synergy_Bliss=-2.41, Synergy_Loewe=1.01, Synergy_HSA=2.54.